From a dataset of Catalyst prediction with 721,799 reactions and 888 catalyst types from USPTO. Predict which catalyst facilitates the given reaction. (1) Reactant: [OH:1][N:2]1[C:6](=[O:7])[CH2:5][CH2:4][C:3]1=[O:8].C(N(CC)CC)C.[C:16](Cl)(=[O:19])[CH:17]=[CH2:18]. Product: [C:16]([O:1][N:2]1[C:6](=[O:7])[CH2:5][CH2:4][C:3]1=[O:8])(=[O:19])[CH:17]=[CH2:18]. The catalyst class is: 22. (2) Reactant: [F:1][C:2]1[CH:14]=[C:13]([F:15])[CH:12]=[CH:11][C:3]=1[O:4][C:5]([CH3:10])([CH3:9])[C:6](O)=[O:7].CC[N:18]=C=NCCCN(C)C.Cl.[OH-].[NH4+]. Product: [F:1][C:2]1[CH:14]=[C:13]([F:15])[CH:12]=[CH:11][C:3]=1[O:4][C:5]([CH3:10])([CH3:9])[C:6]([NH2:18])=[O:7]. The catalyst class is: 2. (3) Reactant: C1(C(C2C=CC=CC=2)=[N:8][C:9]2[CH:14]=[C:13]([NH:15][C:16]3[N:17]=[CH:18][N:19]([CH3:21])[CH:20]=3)[N:12]=[C:11]([NH:22][C@H:23]([C:25]3[N:30]=[CH:29][C:28]([F:31])=[CH:27][N:26]=3)[CH3:24])[N:10]=2)C=CC=CC=1.Cl. Product: [F:31][C:28]1[CH:27]=[N:26][C:25]([C@@H:23]([NH:22][C:11]2[N:12]=[C:13]([NH:15][C:16]3[N:17]=[CH:18][N:19]([CH3:21])[CH:20]=3)[CH:14]=[C:9]([NH2:8])[N:10]=2)[CH3:24])=[N:30][CH:29]=1. The catalyst class is: 20. (4) Reactant: [CH3:1][N:2]1[C:6]([C:7]2[S:11][CH:10]=[C:9]([C:12]([OH:14])=O)[CH:8]=2)=[CH:5][CH:4]=[N:3]1.C1CN([P+](Br)(N2CCCC2)N2CCCC2)CC1.F[P-](F)(F)(F)(F)F.C(N(C(C)C)CC)(C)C.Cl.[NH2:49][C@@H:50]([CH2:63][C:64]1[CH:69]=[CH:68][CH:67]=[CH:66][C:65]=1[C:70]([F:73])([F:72])[F:71])[CH2:51][N:52]1[C:60](=[O:61])[C:59]2[C:54](=[CH:55][CH:56]=[CH:57][CH:58]=2)[C:53]1=[O:62]. Product: [O:61]=[C:60]1[C:59]2[C:54](=[CH:55][CH:56]=[CH:57][CH:58]=2)[C:53](=[O:62])[N:52]1[CH2:51][C@@H:50]([NH:49][C:12]([C:9]1[CH:8]=[C:7]([C:6]2[N:2]([CH3:1])[N:3]=[CH:4][CH:5]=2)[S:11][CH:10]=1)=[O:14])[CH2:63][C:64]1[CH:69]=[CH:68][CH:67]=[CH:66][C:65]=1[C:70]([F:72])([F:71])[F:73]. The catalyst class is: 2. (5) Reactant: [Cl:1][C:2]1[CH:3]=[CH:4][C:5]2[C:9]([CH:10]=1)=[N:8][N:7]([CH2:11][C:12]([NH:16][C:17](=[O:29])[C:18]1[CH:23]=[CH:22][C:21]([O:24][C:25]([F:28])([F:27])[F:26])=[CH:20][CH:19]=1)([C:14]#[N:15])[CH3:13])[CH:6]=2.[Cl:30]N1C(=O)CCC1=O. Product: [C:14]([C:12]([NH:16][C:17](=[O:29])[C:18]1[CH:23]=[CH:22][C:21]([O:24][C:25]([F:26])([F:27])[F:28])=[CH:20][CH:19]=1)([CH3:13])[CH2:11][N:7]1[C:6]([Cl:30])=[C:5]2[C:9]([CH:10]=[C:2]([Cl:1])[CH:3]=[CH:4]2)=[N:8]1)#[N:15]. The catalyst class is: 47. (6) Reactant: [C:1](Cl)(=[O:6])[C:2]([CH3:5])([CH3:4])[CH3:3].[Br:8][C:9]1[CH:15]=[C:14]([CH3:16])[C:12]([NH2:13])=[C:11]([F:17])[CH:10]=1.O.Cl. Product: [Br:8][C:9]1[CH:15]=[C:14]([CH3:16])[C:12]([NH:13][C:1](=[O:6])[C:2]([CH3:5])([CH3:4])[CH3:3])=[C:11]([F:17])[CH:10]=1. The catalyst class is: 17. (7) Reactant: [C:1]([CH:4]([C:12](=[O:21])[CH2:13][S:14][C:15]1[CH:20]=[CH:19][CH:18]=[CH:17][CH:16]=1)C(OC(C)(C)C)=O)(=[O:3])[CH3:2].O. Product: [C:15]1([S:14][CH2:13][C:12](=[O:21])[CH2:4][C:1](=[O:3])[CH3:2])[CH:20]=[CH:19][CH:18]=[CH:17][CH:16]=1. The catalyst class is: 55. (8) Reactant: C([N:8]1[CH2:12][CH2:11][C@H:10]([NH:13][C:14]2[N:23]=[C:22]([N:24]3[CH2:29][CH2:28][N:27]([C:30]([O:32][C:33]([CH3:36])([CH3:35])[CH3:34])=[O:31])[CH2:26][CH2:25]3)[C:21]3[C:16](=[CH:17][CH:18]=[CH:19][CH:20]=3)[N:15]=2)[CH2:9]1)C1C=CC=CC=1. Product: [NH:8]1[CH2:12][CH2:11][C@H:10]([NH:13][C:14]2[N:23]=[C:22]([N:24]3[CH2:25][CH2:26][N:27]([C:30]([O:32][C:33]([CH3:36])([CH3:35])[CH3:34])=[O:31])[CH2:28][CH2:29]3)[C:21]3[C:16](=[CH:17][CH:18]=[CH:19][CH:20]=3)[N:15]=2)[CH2:9]1. The catalyst class is: 105. (9) Reactant: [Cl:1][C:2]1[CH:7]=[CH:6][CH:5]=[C:4]([Cl:8])[C:3]=1[C:9]1[S:10][C:11]2[C:12](=O)[NH:13][CH:14]=[CH:15][C:16]=2[N:17]=1.C1C=CC(C2C=CC=CC=2)=CC=1.C1C=CC(OC2C=CC=CC=2)=CC=1.ClC1C=CC=C(Cl)C=1C1SC=[C:55](/[CH:57]=[CH:58]/[C:59]([N:61]=[N+]=[N-])=[O:60])N=1. Product: [Cl:1][C:2]1[CH:7]=[CH:6][CH:5]=[C:4]([Cl:8])[C:3]=1[C:9]1[S:10][C:11]2[C:12]([NH:61][C:59]([CH:58]3[CH2:55][CH2:57]3)=[O:60])=[N:13][CH:14]=[CH:15][C:16]=2[N:17]=1. The catalyst class is: 12.